This data is from Catalyst prediction with 721,799 reactions and 888 catalyst types from USPTO. The task is: Predict which catalyst facilitates the given reaction. (1) Reactant: [Cl:1][C:2]1[N:3]=[C:4](Cl)[C:5]2[CH:10]=[CH:9][N:8]([C:11]3[CH:20]=[CH:19][C:14]([C:15]([O:17][CH3:18])=[O:16])=[CH:13][CH:12]=3)[C:6]=2[N:7]=1.[CH2:22]1COCC1.CN1CCCC1=O.C[Mg]Br. Product: [Cl:1][C:2]1[N:3]=[C:4]([CH3:22])[C:5]2[CH:10]=[CH:9][N:8]([C:11]3[CH:20]=[CH:19][C:14]([C:15]([O:17][CH3:18])=[O:16])=[CH:13][CH:12]=3)[C:6]=2[N:7]=1. The catalyst class is: 775. (2) Reactant: Cl[C:2]1[CH:11]=[C:10]([Cl:12])[C:9]2[C:4](=[CH:5][CH:6]=[CH:7][CH:8]=2)[N:3]=1.[CH3:13][O-:14].[Na+]. The catalyst class is: 11. Product: [Cl:12][C:10]1[C:9]2[C:4](=[CH:5][CH:6]=[C:7]([O:14][CH3:13])[CH:8]=2)[N:3]=[CH:2][CH:11]=1. (3) Reactant: [CH:1]1([N:5]2[CH2:11][CH2:10][C:9]3[CH:12]=[CH:13][C:14]([O:16][C:17]4[CH:22]=[CH:21][C:20](I)=[CH:19][CH:18]=4)=[CH:15][C:8]=3[CH2:7][CH2:6]2)[CH2:4][CH2:3][CH2:2]1.[NH:24]1[CH2:28][CH2:27][CH2:26][C:25]1=[O:29].C(=O)([O-])[O-].[K+].[K+].CNCCNC. Product: [CH:1]1([N:5]2[CH2:11][CH2:10][C:9]3[CH:12]=[CH:13][C:14]([O:16][C:17]4[CH:22]=[CH:21][C:20]([N:24]5[CH2:28][CH2:27][CH2:26][C:25]5=[O:29])=[CH:19][CH:18]=4)=[CH:15][C:8]=3[CH2:7][CH2:6]2)[CH2:4][CH2:3][CH2:2]1. The catalyst class is: 185. (4) Reactant: [CH:1]12[NH:8][CH:5]([CH2:6][CH2:7]1)[CH2:4][C:3]([C:9]1[C:17]3[C:12](=[CH:13][CH:14]=[CH:15][CH:16]=3)[NH:11][CH:10]=1)=[CH:2]2.Cl[CH2:19][CH2:20][O:21][C:22]1[CH:30]=[CH:29][CH:28]=[C:27]2[C:23]=1[CH:24]=[CH:25][NH:26]2.C([O-])([O-])=O.[K+].[K+]. Product: [NH:26]1[C:27]2[C:23](=[C:22]([O:21][CH2:20][CH2:19][N:8]3[CH:5]4[CH2:6][CH2:7][CH:1]3[CH:2]=[C:3]([C:9]3[C:17]5[C:12](=[CH:13][CH:14]=[CH:15][CH:16]=5)[NH:11][CH:10]=3)[CH2:4]4)[CH:30]=[CH:29][CH:28]=2)[CH:24]=[CH:25]1. The catalyst class is: 23. (5) Reactant: [OH:1][C:2]1[CH:7]=[CH:6][C:5]([C:8]2[N:9]=[C:10]3[CH:15]=[CH:14][C:13]([I:16])=[CH:12][N:11]3[CH:17]=2)=[CH:4][CH:3]=1.C(=O)([O-])[O-].[K+].[K+].[F:24][CH2:25][CH2:26]OS(C1C=CC(C)=CC=1)(=O)=O.O. Product: [F:24][CH2:25][CH2:26][O:1][C:2]1[CH:3]=[CH:4][C:5]([C:8]2[N:9]=[C:10]3[CH:15]=[CH:14][C:13]([I:16])=[CH:12][N:11]3[CH:17]=2)=[CH:6][CH:7]=1. The catalyst class is: 22.